From a dataset of Catalyst prediction with 721,799 reactions and 888 catalyst types from USPTO. Predict which catalyst facilitates the given reaction. (1) Reactant: Br[C:2]1[N:7]2[N:8]=[C:9]([NH2:11])[N:10]=[C:6]2[CH:5]=[CH:4][CH:3]=1.[CH:12]1([NH2:17])[CH2:16][CH2:15][CH2:14][CH2:13]1.O. Product: [CH:12]1([NH:17][C:2]2[N:7]3[N:8]=[C:9]([NH2:11])[N:10]=[C:6]3[CH:5]=[CH:4][CH:3]=2)[CH2:16][CH2:15][CH2:14][CH2:13]1. The catalyst class is: 44. (2) Reactant: [Cl:1][C:2]1[CH:7]=[CH:6][CH:5]=[CH:4][C:3]=1[S:8]([N:11]([C:27]1[CH:32]=[CH:31][C:30]([O:33][CH2:34][CH2:35][N:36]2[CH2:40][CH2:39][CH2:38][CH2:37]2)=[CH:29][CH:28]=1)[CH:12]([C:14]1[CH:19]=[CH:18][C:17]([O:20]C2CCCCO2)=[CH:16][CH:15]=1)[CH3:13])(=[O:10])=[O:9].Cl. Product: [Cl:1][C:2]1[CH:7]=[CH:6][CH:5]=[CH:4][C:3]=1[S:8]([N:11]([CH:12]([C:14]1[CH:15]=[CH:16][C:17]([OH:20])=[CH:18][CH:19]=1)[CH3:13])[C:27]1[CH:28]=[CH:29][C:30]([O:33][CH2:34][CH2:35][N:36]2[CH2:40][CH2:39][CH2:38][CH2:37]2)=[CH:31][CH:32]=1)(=[O:9])=[O:10]. The catalyst class is: 8. (3) Reactant: Cl.[CH3:2][CH:3]([O:5][C:6]1[CH:13]=[CH:12][C:11]([C:14]2[O:18][N:17]=[C:16]([C:19]3[CH:20]=[CH:21][C:22]4[O:28][CH2:27][CH2:26][NH:25][CH2:24][C:23]=4[CH:29]=3)[N:15]=2)=[CH:10][C:7]=1[C:8]#[N:9])[CH3:4].CCN(C(C)C)C(C)C.Br[CH2:40][CH2:41][C:42]([O:44][CH2:45][CH3:46])=[O:43]. Product: [C:8]([C:7]1[CH:10]=[C:11]([C:14]2[O:18][N:17]=[C:16]([C:19]3[CH:20]=[CH:21][C:22]4[O:28][CH2:27][CH2:26][N:25]([CH2:40][CH2:41][C:42]([O:44][CH2:45][CH3:46])=[O:43])[CH2:24][C:23]=4[CH:29]=3)[N:15]=2)[CH:12]=[CH:13][C:6]=1[O:5][CH:3]([CH3:2])[CH3:4])#[N:9]. The catalyst class is: 290.